From a dataset of Forward reaction prediction with 1.9M reactions from USPTO patents (1976-2016). Predict the product of the given reaction. (1) The product is: [F:18][C:17]1[C:12]2[O:11][CH2:10][CH2:9][CH2:8][NH:7][C:13]=2[C:14]([N+:19]([O-:21])=[O:20])=[CH:15][CH:16]=1. Given the reactants C(OC(=O)[NH:7][CH2:8][CH2:9][CH2:10][O:11][C:12]1[C:17]([F:18])=[CH:16][CH:15]=[C:14]([N+:19]([O-:21])=[O:20])[C:13]=1F)(C)(C)C.C(O)(C(F)(F)F)=O.C1(C)C=CC=CC=1, predict the reaction product. (2) Given the reactants Cl[C:2]1[CH:3]=[C:4]2[C:9](=[CH:10][CH:11]=1)[N:8]=[C:7]([NH2:12])[CH:6]=[C:5]2[C:13]1[CH:18]=[CH:17][CH:16]=[CH:15][CH:14]=1.[CH3:19][O:20][C:21]1[CH:28]=[CH:27][CH:26]=[CH:25][C:22]=1[CH:23]=O.[CH3:29][O:30][C:31]1[CH:38]=[CH:37][CH:36]=[CH:35][C:32]=1[CH2:33][NH2:34], predict the reaction product. The product is: [CH3:19][O:20][C:21]1[CH:28]=[CH:27][CH:26]=[CH:25][C:22]=1[CH2:23][NH:12][C:7]1[CH:6]=[C:5]([C:13]2[CH:18]=[CH:17][CH:16]=[CH:15][CH:14]=2)[C:4]2[C:9](=[CH:10][CH:11]=[C:2]([NH:34][CH2:33][C:32]3[CH:35]=[CH:36][CH:37]=[CH:38][C:31]=3[O:30][CH3:29])[CH:3]=2)[N:8]=1. (3) Given the reactants [Cl:1][C:2]1[CH:7]=[CH:6][C:5]([Cl:8])=[CH:4][C:3]=1[O:9][CH:10]([C:15]1[CH:20]=[CH:19][CH:18]=[CH:17][CH:16]=1)[CH2:11][CH2:12][CH2:13]Cl.[OH:21][CH:22]1[CH2:27][CH2:26][NH:25][CH2:24][CH2:23]1.[I-].[K+].[C:30]([OH:37])(=[O:36])/[CH:31]=[CH:32]/[C:33]([OH:35])=[O:34], predict the reaction product. The product is: [C:30]([OH:37])(=[O:36])/[CH:31]=[CH:32]/[C:33]([OH:35])=[O:34].[Cl:1][C:2]1[CH:7]=[CH:6][C:5]([Cl:8])=[CH:4][C:3]=1[O:9][CH:10]([C:15]1[CH:20]=[CH:19][CH:18]=[CH:17][CH:16]=1)[CH2:11][CH2:12][CH2:13][N:25]1[CH2:26][CH2:27][CH:22]([OH:21])[CH2:23][CH2:24]1. (4) Given the reactants [CH2:1]([O:3][C:4]([N:6]1[CH2:12][CH2:11][C:10]2[CH:13]=[C:14]([OH:18])[C:15]([I:17])=[CH:16][C:9]=2[CH2:8][CH2:7]1)=[O:5])[CH3:2].[H-].[Na+].I[CH2:22][CH2:23][C:24]([OH:26])=[O:25], predict the reaction product. The product is: [CH2:1]([O:3][C:4]([N:6]1[CH2:12][CH2:11][C:10]2[CH:13]=[C:14]([O:18][CH2:22][CH2:23][C:24]([OH:26])=[O:25])[C:15]([I:17])=[CH:16][C:9]=2[CH2:8][CH2:7]1)=[O:5])[CH3:2]. (5) The product is: [C:26]([C:29]1[CH:37]=[CH:36][C:32]([C:33]([N:15]2[CH2:14][C@H:13]([NH:12][C:11](=[O:25])[O:10][C:6]([CH3:9])([CH3:7])[CH3:8])[C:19](=[O:20])[NH:18][C:17]3[CH:21]=[CH:22][CH:23]=[CH:24][C:16]2=3)=[O:34])=[CH:31][CH:30]=1)(=[O:28])[CH3:27]. Given the reactants P(Cl)(Cl)(Cl)=O.[C:6]([O:10][C:11](=[O:25])[NH:12][C@@H:13]1[C:19](=[O:20])[NH:18][C:17]2[CH:21]=[CH:22][CH:23]=[CH:24][C:16]=2[NH:15][CH2:14]1)([CH3:9])([CH3:8])[CH3:7].[C:26]([C:29]1[CH:37]=[CH:36][C:32]([C:33](O)=[O:34])=[CH:31][CH:30]=1)(=[O:28])[CH3:27], predict the reaction product. (6) The product is: [CH3:41][C:40]1[C:35]([C:9]2[CH:14]=[CH:13][C:12]([CH2:15][C:16]([NH:18][C@@H:19]([C:21]3[CH:26]=[CH:25][C:24]([O:27][CH2:28][C:29]([F:31])([F:32])[F:30])=[CH:23][N:22]=3)[CH3:20])=[O:17])=[CH:11][CH:10]=2)=[N:36][CH:37]=[CH:38][N:39]=1. Given the reactants CC1(C)C(C)(C)OB([C:9]2[CH:14]=[CH:13][C:12]([CH2:15][C:16]([NH:18][C@@H:19]([C:21]3[CH:26]=[CH:25][C:24]([O:27][CH2:28][C:29]([F:32])([F:31])[F:30])=[CH:23][N:22]=3)[CH3:20])=[O:17])=[CH:11][CH:10]=2)O1.Cl[C:35]1[C:40]([CH3:41])=[N:39][CH:38]=[CH:37][N:36]=1.P([O-])([O-])([O-])=O.[K+].[K+].[K+], predict the reaction product. (7) Given the reactants [NH2:1][C:2]1[CH:39]=[CH:38][C:5]([CH2:6][N:7]([CH3:37])[C:8]([O:10][C@H:11]([C:22]2[CH:27]=[CH:26][C:25]([O:28][CH:29]([F:31])[F:30])=[C:24]([O:32][CH2:33][CH:34]3[CH2:36][CH2:35]3)[CH:23]=2)[CH2:12][C:13]2[C:18]([Cl:19])=[CH:17][N+:16]([O-:20])=[CH:15][C:14]=2[Cl:21])=[O:9])=[CH:4][CH:3]=1.[CH3:40][S:41](Cl)(=[O:43])=[O:42], predict the reaction product. The product is: [Cl:19][C:18]1[CH:17]=[N+:16]([O-:20])[CH:15]=[C:14]([Cl:21])[C:13]=1[CH2:12][C@@H:11]([C:22]1[CH:27]=[CH:26][C:25]([O:28][CH:29]([F:30])[F:31])=[C:24]([O:32][CH2:33][CH:34]2[CH2:35][CH2:36]2)[CH:23]=1)[O:10][C:8](=[O:9])[N:7]([CH3:37])[CH2:6][C:5]1[CH:38]=[CH:39][C:2]([NH:1][S:41]([CH3:40])(=[O:43])=[O:42])=[CH:3][CH:4]=1. (8) Given the reactants [H-].[Al+3].[Li+].[H-].[H-].[H-].C([O:9][C:10]([CH:12]1[CH2:16][CH2:15][CH:14]([O:17][C:18]2[CH:23]=[CH:22][C:21]([Cl:24])=[CH:20][C:19]=2[NH2:25])[CH2:13]1)=O)C, predict the reaction product. The product is: [NH2:25][C:19]1[CH:20]=[C:21]([Cl:24])[CH:22]=[CH:23][C:18]=1[O:17][CH:14]1[CH2:15][CH2:16][CH:12]([CH2:10][OH:9])[CH2:13]1.